This data is from Full USPTO retrosynthesis dataset with 1.9M reactions from patents (1976-2016). The task is: Predict the reactants needed to synthesize the given product. Given the product [C:1]([O:5][C:6](=[O:23])[NH:7][C:8]1[CH:13]=[C:12]([N:14]([CH:16]([CH3:17])[CH3:18])[CH3:15])[C:11]([Cl:19])=[CH:10][C:9]=1[NH2:20])([CH3:2])([CH3:4])[CH3:3], predict the reactants needed to synthesize it. The reactants are: [C:1]([O:5][C:6](=[O:23])[NH:7][C:8]1[CH:13]=[C:12]([N:14]([CH:16]([CH3:18])[CH3:17])[CH3:15])[C:11]([Cl:19])=[CH:10][C:9]=1[N+:20]([O-])=O)([CH3:4])([CH3:3])[CH3:2].O.O.Cl[Sn]Cl.